Dataset: Full USPTO retrosynthesis dataset with 1.9M reactions from patents (1976-2016). Task: Predict the reactants needed to synthesize the given product. (1) Given the product [NH:8]1[C:14]2[CH:15]=[CH:16][CH:17]=[CH:18][C:13]=2[C:12](=[O:19])[NH:11][CH2:10][CH2:9]1, predict the reactants needed to synthesize it. The reactants are: C([N:8]1[C:14]2[CH:15]=[CH:16][CH:17]=[CH:18][C:13]=2[C:12](=[O:19])[NH:11][CH2:10][CH2:9]1)C1C=CC=CC=1. (2) Given the product [O:10]=[C:8]([CH:7]([C:1]1[CH:2]=[CH:3][CH:4]=[CH:5][CH:6]=1)[CH3:11])[CH2:24][C:25]([O:26][CH2:27][CH3:28])=[O:30], predict the reactants needed to synthesize it. The reactants are: [C:1]1([CH:7]([CH3:11])[C:8]([OH:10])=O)[CH:6]=[CH:5][CH:4]=[CH:3][CH:2]=1.C(Cl)(C(Cl)=O)=O.N1C=CC=CC=1.[CH3:24][C:25]1(C)[O:30]C(=O)[CH2:28][C:27](=O)[O:26]1. (3) Given the product [F:21][C:22]1[CH:30]=[CH:29][C:25]([C:26]2[S:28][CH:3]=[C:4]([C:6]3[N:7]=[CH:8][CH:9]=[CH:10][C:11]=3[C:12]([O:14][CH3:15])=[O:13])[N:27]=2)=[CH:24][CH:23]=1, predict the reactants needed to synthesize it. The reactants are: [Br-].Br[CH2:3][C:4]([C:6]1[C:11]([C:12]([O:14][CH3:15])=[O:13])=[CH:10][CH:9]=[CH:8][NH+:7]=1)=O.CN(C=O)C.[F:21][C:22]1[CH:30]=[CH:29][C:25]([C:26](=[S:28])[NH2:27])=[CH:24][CH:23]=1. (4) Given the product [CH:10]1([NH:13][CH:5]2[CH2:6][CH2:7][C:2]([CH3:9])([OH:1])[CH2:3][CH2:4]2)[CH2:12][CH2:11]1, predict the reactants needed to synthesize it. The reactants are: [OH:1][C:2]1([CH3:9])[CH2:7][CH2:6][C:5](=O)[CH2:4][CH2:3]1.[CH:10]1([NH2:13])[CH2:12][CH2:11]1.[BH-](OC(C)=O)(OC(C)=O)OC(C)=O.[Na+].C(O)(=O)C.[OH-].[Na+]. (5) Given the product [CH:22]1[C:21]2[C:26](=[CH:27][C:28]3[C:33]([C:20]=2[C:18]([N:15]2[CH2:16][CH2:17][CH:12]([N:8]4[CH2:9][CH2:10][CH2:11][CH:6]([C:4]([CH2:36][CH3:37])([OH:5])[CH2:41][CH3:42])[CH2:7]4)[CH2:13][CH2:14]2)=[O:19])=[CH:32][CH:31]=[CH:30][CH:29]=3)[CH:25]=[CH:24][CH:23]=1, predict the reactants needed to synthesize it. The reactants are: C(N(CC)[C:4]([C@@H:6]1[CH2:11][CH2:10][CH2:9][N:8]([CH:12]2[CH2:17][CH2:16][N:15]([C:18]([C:20]3[C:21]4[C:26]([CH:27]=[C:28]5[C:33]=3[CH:32]=[CH:31][CH:30]=[CH:29]5)=[CH:25][CH:24]=[CH:23][CH:22]=4)=[O:19])[CH2:14][CH2:13]2)[CH2:7]1)=[O:5])C.[CH2:36]([Mg]Br)[CH3:37].O1CC[CH2:42][CH2:41]1. (6) Given the product [Br:1][C:2]1[N:7]=[C:6]2[N:8]([C:9]3[CH:14]=[CH:13][N:12]=[C:11]([Cl:15])[CH:10]=3)[CH:20]=[N:16][C:5]2=[CH:4][CH:3]=1, predict the reactants needed to synthesize it. The reactants are: [Br:1][C:2]1[N:7]=[C:6]([NH:8][C:9]2[CH:14]=[CH:13][N:12]=[C:11]([Cl:15])[CH:10]=2)[C:5]([N+:16]([O-])=O)=[CH:4][CH:3]=1.Br[C:20]1N=C(NC2C=CN=C(Cl)C=2)C(N)=CC=1.[Cl-].[NH4+]. (7) Given the product [CH2:4]([O:11][C:12]1[C:17](=[O:18])[N:16]([CH3:19])[C:15]([O:29][CH2:28][CH3:27])=[N:14][C:13]=1[C:22]([OH:24])=[O:23])[C:5]1[CH:6]=[CH:7][CH:8]=[CH:9][CH:10]=1, predict the reactants needed to synthesize it. The reactants are: O[Li].O.[CH2:4]([O:11][C:12]1[C:17](=[O:18])[N:16]([CH3:19])[C:15](SC)=[N:14][C:13]=1[C:22]([O:24]CC)=[O:23])[C:5]1[CH:10]=[CH:9][CH:8]=[CH:7][CH:6]=1.[CH3:27][CH2:28][OH:29]. (8) Given the product [I:25][CH2:27][CH2:28]/[CH:29]=[CH:30]/[CH2:31][CH2:32][CH2:33][CH3:34], predict the reactants needed to synthesize it. The reactants are: C1C=CC(P(C2C=CC=CC=2)C2C=CC=CC=2)=CC=1.N1C=CN=C1.[I:25]I.[CH2:27](O)[CH2:28]/[CH:29]=[CH:30]/[CH2:31][CH2:32][CH2:33][CH3:34]. (9) Given the product [N:13]1[CH:18]=[CH:17][CH:16]=[CH:15][C:14]=1[NH:19][C:20]1[CH:25]=[CH:24][C:23]([O:26][C:2]2[N:12]=[CH:11][CH:10]=[CH:9][C:3]=2[C:4]([O:6][CH2:7][CH3:8])=[O:5])=[CH:22][CH:21]=1, predict the reactants needed to synthesize it. The reactants are: Cl[C:2]1[N:12]=[CH:11][CH:10]=[CH:9][C:3]=1[C:4]([O:6][CH2:7][CH3:8])=[O:5].[N:13]1[CH:18]=[CH:17][CH:16]=[CH:15][C:14]=1[NH:19][C:20]1[CH:25]=[CH:24][C:23]([OH:26])=[CH:22][CH:21]=1.C(=O)([O-])[O-].[Cs+].[Cs+].CS(C)=O.